Dataset: Forward reaction prediction with 1.9M reactions from USPTO patents (1976-2016). Task: Predict the product of the given reaction. (1) Given the reactants C[O:2][C:3]([C:5]1[C:13]2[N:12]=[C:11]([C:14]3[CH:19]=[CH:18][C:17]([F:20])=[C:16]([Cl:21])[CH:15]=3)[NH:10][C:9]=2[C:8]([O:22]C)=[CH:7][CH:6]=1)=[O:4].[Cl-].[Al+3].[Cl-].[Cl-].Cl, predict the reaction product. The product is: [Cl:21][C:16]1[CH:15]=[C:14]([C:11]2[NH:10][C:9]3[C:8]([OH:22])=[CH:7][CH:6]=[C:5]([C:3]([OH:4])=[O:2])[C:13]=3[N:12]=2)[CH:19]=[CH:18][C:17]=1[F:20]. (2) Given the reactants CC(C)([O-])C.[K+].C(OP([CH2:15][C:16]#[N:17])(=O)OCC)C.[CH3:18][C:19]1[CH:20]=[C:21]([CH:24]=[CH:25][C:26]=1[CH3:27])[CH:22]=O, predict the reaction product. The product is: [CH3:18][C:19]1[CH:20]=[C:21]([CH:22]=[CH:15][C:16]#[N:17])[CH:24]=[CH:25][C:26]=1[CH3:27]. (3) Given the reactants [F:1][C:2]1[CH:7]=[CH:6][C:5]([C:8]2[C:17]3[C:12](=[CH:13][C:14]([S:18][C:19]4[S:20][C:21]([C@:24]([OH:31])([C:27]([F:30])([F:29])[F:28])[CH2:25][CH3:26])=[CH:22][N:23]=4)=[CH:15][CH:16]=3)[O:11][C:10](=[O:32])[CH:9]=2)=[CH:4][CH:3]=1.O.O.O.O.O.O.C(O[O-])(=O)C1C(=CC=CC=1)C([O-])=[O:43].[Mg+2], predict the reaction product. The product is: [F:1][C:2]1[CH:7]=[CH:6][C:5]([C:8]2[C:17]3[C:12](=[CH:13][C:14]([S:18]([C:19]4[S:20][C:21]([C@:24]([OH:31])([C:27]([F:29])([F:30])[F:28])[CH2:25][CH3:26])=[CH:22][N:23]=4)=[O:43])=[CH:15][CH:16]=3)[O:11][C:10](=[O:32])[CH:9]=2)=[CH:4][CH:3]=1. (4) Given the reactants [N+:1]([C:4]1[CH:5]=[C:6]([C:10]2[O:11][C:12]3[C:13](=[C:15]([C:19]([NH2:21])=[O:20])[CH:16]=[CH:17][CH:18]=3)[N:14]=2)[CH:7]=[CH:8][CH:9]=1)([O-])=O, predict the reaction product. The product is: [NH2:1][C:4]1[CH:5]=[C:6]([C:10]2[O:11][C:12]3[C:13](=[C:15]([C:19]([NH2:21])=[O:20])[CH:16]=[CH:17][CH:18]=3)[N:14]=2)[CH:7]=[CH:8][CH:9]=1. (5) Given the reactants [F:1][C:2]1[CH:7]=[CH:6][C:5]([N:8]2[C:16]3[C:11](=[CH:12][C:13]([CH:17]([C:23]4[CH:28]=[CH:27][CH:26]=[CH:25][CH:24]=4)[C:18]([CH3:22])([CH3:21])[CH:19]=O)=[CH:14][CH:15]=3)[CH:10]=[N:9]2)=[CH:4][CH:3]=1.[S:29]1[CH:33]=[N:32][N:31]=[C:30]1[NH2:34].C(O[BH-](OC(=O)C)OC(=O)C)(=O)C.[Na+].C(=O)(O)[O-].[Na+], predict the reaction product. The product is: [F:1][C:2]1[CH:7]=[CH:6][C:5]([N:8]2[C:16]3[C:11](=[CH:12][C:13]([CH:17]([C:23]4[CH:28]=[CH:27][CH:26]=[CH:25][CH:24]=4)[C:18]([CH3:22])([CH3:21])[CH2:19][NH:34][C:30]4[S:29][CH:33]=[N:32][N:31]=4)=[CH:14][CH:15]=3)[CH:10]=[N:9]2)=[CH:4][CH:3]=1. (6) Given the reactants [CH3:1][NH:2][C:3]1[C:4]2[N:5]([CH:24]=[CH:25][N:26]=2)[C:6]([C:17]2[CH:22]=[CH:21][C:20]([CH3:23])=[CH:19][CH:18]=2)=[C:7]([C:9]2[CH:16]=[CH:15][C:12]([C:13]#[N:14])=[CH:11][CH:10]=2)[N:8]=1.C(N(CC)C(C)C)(C)C.ClC(Cl)(O[C:40](=[O:46])OC(Cl)(Cl)Cl)Cl.[CH3:48][N:49]([CH3:55])[C@@H:50]1[CH2:54][CH2:53][NH:52][CH2:51]1, predict the reaction product. The product is: [C:13]([C:12]1[CH:11]=[CH:10][C:9]([C:7]2[N:8]=[C:3]([N:2]([CH3:1])[C:40]([N:52]3[CH2:53][CH2:54][C@@H:50]([N:49]([CH3:55])[CH3:48])[CH2:51]3)=[O:46])[C:4]3[N:5]([CH:24]=[CH:25][N:26]=3)[C:6]=2[C:17]2[CH:22]=[CH:21][C:20]([CH3:23])=[CH:19][CH:18]=2)=[CH:16][CH:15]=1)#[N:14]. (7) Given the reactants Br[C:2]1[CH:3]=[C:4]([C:8]2[N:9]=[C:10]([CH:20]([CH3:22])[CH3:21])[NH:11][C:12]=2[C:13]2[CH:18]=[CH:17][CH:16]=[C:15]([CH3:19])[N:14]=2)[CH:5]=[CH:6][CH:7]=1.[F:23][C:24]1[CH:29]=[CH:28][CH:27]=[CH:26][C:25]=1B(O)O, predict the reaction product. The product is: [F:23][C:24]1[CH:29]=[CH:28][CH:27]=[CH:26][C:25]=1[C:2]1[CH:7]=[CH:6][CH:5]=[C:4]([C:8]2[N:9]=[C:10]([CH:20]([CH3:22])[CH3:21])[NH:11][C:12]=2[C:13]2[CH:18]=[CH:17][CH:16]=[C:15]([CH3:19])[N:14]=2)[CH:3]=1. (8) Given the reactants [C:1]([Si:5]([CH3:14])([CH3:13])[O:6][CH2:7][CH2:8][O:9][CH:10](O)[CH3:11])([CH3:4])([CH3:3])[CH3:2].[CH2:15]([OH:27])[CH2:16][O:17][CH2:18][CH2:19][O:20]CCOCCO.CC([Si](Cl)(C)C)(C)C.N1C=CN=C1, predict the reaction product. The product is: [C:1]([Si:5]([CH3:14])([CH3:13])[O:6][CH2:7][CH2:8][O:9][CH2:10][CH2:11][O:27][CH2:15][CH2:16][O:17][CH2:18][CH2:19][OH:20])([CH3:4])([CH3:3])[CH3:2]. (9) Given the reactants [CH3:1][C:2]1([CH3:27])[CH2:5][CH:4]([CH:6]([NH:16][C:17]2[CH:18]=[N:19][C:20]3[C:25]([CH:26]=2)=[CH:24][CH:23]=[CH:22][CH:21]=3)[C:7]2[CH:15]=[CH:14][C:10]([C:11](O)=[O:12])=[CH:9][CH:8]=2)[CH2:3]1.[CH2:28]([O:30][C:31](=[O:35])[CH2:32][CH2:33][NH2:34])[CH3:29].ON1C2N=CC=CC=2N=N1.Cl.C(N=C=NCCCN(C)C)C.C(N(CC)CC)C, predict the reaction product. The product is: [CH3:27][C:2]1([CH3:1])[CH2:5][CH:4]([CH:6]([NH:16][C:17]2[CH:18]=[N:19][C:20]3[C:21]([CH:26]=2)=[CH:22][CH:23]=[CH:24][CH:25]=3)[C:7]2[CH:15]=[CH:14][C:10]([C:11]([NH:34][CH2:33][CH2:32][C:31]([O:30][CH2:28][CH3:29])=[O:35])=[O:12])=[CH:9][CH:8]=2)[CH2:3]1.